From a dataset of Catalyst prediction with 721,799 reactions and 888 catalyst types from USPTO. Predict which catalyst facilitates the given reaction. Reactant: [CH:1]([N:4]1[C:8]2[CH:9]=[CH:10][CH:11]=[CH:12][C:7]=2[N:6]([CH2:13][C:14]2[N:18]([CH2:19][CH2:20][CH:21]([CH3:23])[CH3:22])[C:17]3[CH:24]=[CH:25][CH:26]=[C:27]([CH2:28][C:29]#[N:30])[C:16]=3[N:15]=2)[C:5]1=[O:31])([CH3:3])[CH3:2]. Product: [NH2:30][CH2:29][CH2:28][C:27]1[C:16]2[N:15]=[C:14]([CH2:13][N:6]3[C:7]4[CH:12]=[CH:11][CH:10]=[CH:9][C:8]=4[N:4]([CH:1]([CH3:2])[CH3:3])[C:5]3=[O:31])[N:18]([CH2:19][CH2:20][CH:21]([CH3:23])[CH3:22])[C:17]=2[CH:24]=[CH:25][CH:26]=1. The catalyst class is: 19.